Dataset: Reaction yield outcomes from USPTO patents with 853,638 reactions. Task: Predict the reaction yield, written as a fraction of the theoretical maximum amount of product (1.0 means a 100% yield; for example, 0.34 means a 34% yield). (1) The reactants are [N+:1]([C:4]1[CH:5]=[C:6]([C:10](=[O:18])[CH2:11][C:12]2[CH:17]=[CH:16][N:15]=[CH:14][CH:13]=2)[CH:7]=[CH:8][CH:9]=1)([O-:3])=[O:2].C(=O)([O-])[O-].[K+].[K+].[C:25](=[S:27])=[S:26].Br[CH2:29]Br. The catalyst is CS(C)=O.O. The product is [S:26]1[CH2:29][S:27][C:25]1=[C:11]([C:12]1[CH:13]=[CH:14][N:15]=[CH:16][CH:17]=1)[C:10]([C:6]1[CH:7]=[CH:8][CH:9]=[C:4]([N+:1]([O-:3])=[O:2])[CH:5]=1)=[O:18]. The yield is 0.760. (2) The reactants are CC(OI1(OC(C)=O)(OC(C)=O)OC(=O)C2C=CC=CC1=2)=O.[CH3:23][O:24][CH2:25][O:26][C:27]1[CH:28]=[N:29][CH:30]=[CH:31][C:32]=1[CH:33]([OH:35])[CH3:34].C([O-])(O)=O.[Na+].[O-]S([O-])(=S)=O.[Na+].[Na+]. The catalyst is C(Cl)(Cl)Cl. The product is [CH3:23][O:24][CH2:25][O:26][C:27]1[CH:28]=[N:29][CH:30]=[CH:31][C:32]=1[C:33](=[O:35])[CH3:34]. The yield is 0.860. (3) The reactants are [CH:1]1([S:4]([C:7]2[CH:12]=[CH:11][C:10]([CH:13]([C:21]3[NH:22][C:23]([C:26]4[CH:31]=[CH:30][CH:29]=[CH:28][N:27]=4)=[CH:24][N:25]=3)[CH2:14][CH:15]3[CH2:20][CH2:19][O:18][CH2:17][CH2:16]3)=[CH:9][CH:8]=2)(=[O:6])=[O:5])[CH2:3][CH2:2]1.[Xe](F)[F:33].C(=O)([O-])O.[Na+]. The catalyst is C(#N)C. The product is [CH:1]1([S:4]([C:7]2[CH:12]=[CH:11][C:10]([CH:13]([C:21]3[NH:22][C:23]([C:26]4[CH:31]=[CH:30][CH:29]=[CH:28][N:27]=4)=[C:24]([F:33])[N:25]=3)[CH2:14][CH:15]3[CH2:16][CH2:17][O:18][CH2:19][CH2:20]3)=[CH:9][CH:8]=2)(=[O:5])=[O:6])[CH2:2][CH2:3]1. The yield is 0.0100. (4) The reactants are [F:1][C:2]1[CH:10]=[C:9]([F:11])[CH:8]=[CH:7][C:3]=1[C:4]([OH:6])=[O:5].[I:12]N1C(=O)CCC1=O.S([O-])([O-])=O.[Na+].[Na+]. The catalyst is S(=O)(=O)(O)O. The product is [F:1][C:2]1[CH:10]=[C:9]([F:11])[C:8]([I:12])=[CH:7][C:3]=1[C:4]([OH:6])=[O:5]. The yield is 0.680. (5) The reactants are [CH2:1]([C:8]1[N:9]=[C:10]([O:26][CH3:27])[C:11]2[CH2:17][CH2:16][N:15](CC3C=CC=CC=3)[CH2:14][CH2:13][C:12]=2[N:25]=1)[C:2]1[CH:7]=[CH:6][CH:5]=[CH:4][CH:3]=1.C([O-])=O.[NH4+]. The catalyst is CO.[Pd]. The product is [CH2:1]([C:8]1[N:9]=[C:10]([O:26][CH3:27])[C:11]2[CH2:17][CH2:16][NH:15][CH2:14][CH2:13][C:12]=2[N:25]=1)[C:2]1[CH:3]=[CH:4][CH:5]=[CH:6][CH:7]=1. The yield is 1.00. (6) The reactants are [CH3:1][O:2][C:3]1[C:4](=[O:29])[C:5]([CH3:28])=[C:6]([CH2:12][C:13]2[CH:14]=[CH:15][C:16]([C:22]3[CH:27]=[CH:26][CH:25]=[CH:24][CH:23]=3)=[C:17]([CH:21]=2)[C:18](O)=[O:19])[C:7](=[O:11])[C:8]=1[O:9][CH3:10].[F:30][C:31]([F:40])([F:39])[C:32]1[CH:38]=[CH:37][C:35]([NH2:36])=[CH:34][CH:33]=1.C(N(CC)CC)C.[Cl-].ClC1N(C)CC[NH+]1C. The catalyst is C(Cl)Cl.O. The product is [CH3:1][O:2][C:3]1[C:4](=[O:29])[C:5]([CH3:28])=[C:6]([CH2:12][C:13]2[CH:14]=[CH:15][C:16]([C:22]3[CH:23]=[CH:24][CH:25]=[CH:26][CH:27]=3)=[C:17]([CH:21]=2)[C:18]([NH:36][C:35]2[CH:37]=[CH:38][C:32]([C:31]([F:39])([F:40])[F:30])=[CH:33][CH:34]=2)=[O:19])[C:7](=[O:11])[C:8]=1[O:9][CH3:10]. The yield is 0.0900.